Dataset: Full USPTO retrosynthesis dataset with 1.9M reactions from patents (1976-2016). Task: Predict the reactants needed to synthesize the given product. (1) The reactants are: Br[C:2]1[C:3]([O:16][CH3:17])=[CH:4][C:5]2[C:6]([CH3:15])([CH3:14])[CH2:7][CH2:8][C:9]([CH3:13])([CH3:12])[C:10]=2[CH:11]=1.[BH:18]([OH:20])[OH:19]. Given the product [CH3:17][O:16][C:3]1[CH:2]=[CH:11][C:10]2[C:9]([CH3:13])([CH3:12])[CH2:8][CH2:7][C:6]([CH3:15])([CH3:14])[C:5]=2[C:4]=1[B:18]([OH:20])[OH:19], predict the reactants needed to synthesize it. (2) Given the product [CH3:29][O:28][C:26]1[N:25]=[C:24]([O:30][C:31]2[CH:40]=[C:39]([CH3:41])[C:34]3[NH:35][C:36](=[O:38])[O:37][C:33]=3[CH:32]=2)[CH:23]=[C:22]([N:17]2[CH2:18][CH2:19][CH:14]([N:10]3[CH2:9][CH2:8][C:7]4[CH:20]=[C:3]([O:2][CH3:1])[CH:4]=[CH:5][C:6]=4[NH:12][C:11]3=[O:13])[CH2:15][CH2:16]2)[N:27]=1, predict the reactants needed to synthesize it. The reactants are: [CH3:1][O:2][C:3]1[CH:4]=[CH:5][C:6]2[NH:12][C:11](=[O:13])[N:10]([CH:14]3[CH2:19][CH2:18][NH:17][CH2:16][CH2:15]3)[CH2:9][CH2:8][C:7]=2[CH:20]=1.Cl[C:22]1[N:27]=[C:26]([O:28][CH3:29])[N:25]=[C:24]([O:30][C:31]2[CH:40]=[C:39]([CH3:41])[C:34]3[NH:35][C:36](=[O:38])[O:37][C:33]=3[CH:32]=2)[CH:23]=1.CCN(C(C)C)C(C)C. (3) Given the product [CH3:16][C:11]1[CH:12]=[CH:13][CH:14]=[CH:15][C:10]=1[C:8]1[CH:7]=[C:6]([C:4]([O:3][CH2:1][CH3:2])=[O:5])[NH:20][N:19]=1, predict the reactants needed to synthesize it. The reactants are: [CH2:1]([O:3][C:4](/[C:6](/O[Li])=[CH:7]/[C:8]([C:10]1[CH:15]=[CH:14][CH:13]=[CH:12][C:11]=1[CH3:16])=O)=[O:5])[CH3:2].[NH2:19][NH2:20]. (4) Given the product [CH3:50][O:49][C:47]1[CH:48]=[C:41]([O:40][CH3:39])[CH:42]=[CH:43][C:29]=1[CH2:28][NH:27][C:25]([NH:1][C:2]1[S:6][C:5]([C:7]([O:9][C:10]([CH3:11])([CH3:12])[CH3:13])=[O:8])=[C:4]([CH3:14])[C:3]=1[C:15]([O:17][CH2:18][CH3:19])=[O:16])=[O:26], predict the reactants needed to synthesize it. The reactants are: [NH2:1][C:2]1[S:6][C:5]([C:7]([O:9][C:10]([CH3:13])([CH3:12])[CH3:11])=[O:8])=[C:4]([CH3:14])[C:3]=1[C:15]([O:17][CH2:18][CH3:19])=[O:16].C1N=CN([C:25]([N:27]2C=N[CH:29]=[CH:28]2)=[O:26])C=1.C(N(CC)CC)C.[CH3:39][O:40][C:41]1[CH:48]=[C:47]([O:49][CH3:50])C=C[C:42]=1[CH2:43]N. (5) Given the product [Cl:1][C:2]1[N:7]=[CH:6][C:5]([C:8]2([C:14]([NH2:18])=[O:16])[CH2:13][CH2:12][O:11][CH2:10][CH2:9]2)=[CH:4][CH:3]=1, predict the reactants needed to synthesize it. The reactants are: [Cl:1][C:2]1[N:7]=[CH:6][C:5]([C:8]2([C:14]([OH:16])=O)[CH2:13][CH2:12][O:11][CH2:10][CH2:9]2)=[CH:4][CH:3]=1.C[N:18](C(ON1N=NC2C=CC=NC1=2)=[N+](C)C)C.F[P-](F)(F)(F)(F)F.C(N(C(C)C)CC)(C)C.[Cl-].[NH4+].C(=O)([O-])O.[Na+].